Dataset: Catalyst prediction with 721,799 reactions and 888 catalyst types from USPTO. Task: Predict which catalyst facilitates the given reaction. (1) Reactant: [N:1]1([C:7]([C:9]2[N:10]([CH2:26][C:27]([F:30])([F:29])[F:28])[C:11]3[C:16]([CH:17]=2)=[CH:15][C:14]([O:18][CH2:19][CH:20]2[O:25][CH2:24][CH2:23][NH:22][CH2:21]2)=[CH:13][CH:12]=3)=[O:8])[CH2:6][CH2:5][O:4][CH2:3][CH2:2]1.FC(F)(F)C([O-])=O.O.[CH3:39][C:40]([CH3:42])=O.C(O)(=O)C.C([BH3-])#N.[Na+]. Product: [CH:40]([N:22]1[CH2:23][CH2:24][O:25][CH:20]([CH2:19][O:18][C:14]2[CH:15]=[C:16]3[C:11](=[CH:12][CH:13]=2)[N:10]([CH2:26][C:27]([F:30])([F:29])[F:28])[C:9]([C:7]([N:1]2[CH2:6][CH2:5][O:4][CH2:3][CH2:2]2)=[O:8])=[CH:17]3)[CH2:21]1)([CH3:42])[CH3:39]. The catalyst class is: 7. (2) Reactant: [CH:1]1([S:6]([C:9]2[CH:10]=[C:11]([C:22]([O:24]C)=[O:23])[CH:12]=[C:13]([C:15]3[CH:20]=[CH:19][C:18]([CH3:21])=[CH:17][CH:16]=3)[CH:14]=2)(=[O:8])=[O:7])[CH2:5][CH2:4][CH2:3][CH2:2]1.[OH-].[Li+].Cl. Product: [CH:1]1([S:6]([C:9]2[CH:10]=[C:11]([C:22]([OH:24])=[O:23])[CH:12]=[C:13]([C:15]3[CH:20]=[CH:19][C:18]([CH3:21])=[CH:17][CH:16]=3)[CH:14]=2)(=[O:7])=[O:8])[CH2:2][CH2:3][CH2:4][CH2:5]1. The catalyst class is: 7. (3) Product: [O:8]=[C:5]1[CH2:6][CH2:7][N:2]([C:14]([O:13][C:10]([CH3:12])([CH3:11])[CH3:9])=[O:15])[CH2:3][CH2:4]1. The catalyst class is: 5. Reactant: Cl.[NH:2]1[CH2:7][CH2:6][C:5](=[O:8])[CH2:4][CH2:3]1.[CH3:9][C:10]([O:13][C:14](O[C:14]([O:13][C:10]([CH3:12])([CH3:11])[CH3:9])=[O:15])=[O:15])([CH3:12])[CH3:11].CCN(CC)CC. (4) Reactant: Br[C:2]1[CH:7]=[CH:6][C:5]([C@H:8]2[N:11]([C:12]3[CH:17]=[CH:16][CH:15]=[CH:14][CH:13]=3)[C:10](=[O:18])[C@@H:9]2[CH2:19][CH2:20][C@H:21]([O:29][Si:30]([C:33]([CH3:36])([CH3:35])[CH3:34])([CH3:32])[CH3:31])[C:22]2[CH:27]=[CH:26][C:25]([F:28])=[CH:24][CH:23]=2)=[C:4]([O:37][Si:38]([C:41]([CH3:44])([CH3:43])[CH3:42])([CH3:40])[CH3:39])[CH:3]=1.[CH3:45][O:46][P:47]([C:51]1[CH:56]=[CH:55][CH:54]=[C:53](B2OC(C)(C)C(C)(C)O2)[CH:52]=1)(=[O:50])[O:48][CH3:49].C(=O)([O-])[O-].[K+].[K+]. Product: [Si:38]([O:37][C:4]1[CH:3]=[C:2]([C:53]2[CH:54]=[CH:55][CH:56]=[C:51]([P:47](=[O:50])([O:48][CH3:49])[O:46][CH3:45])[CH:52]=2)[CH:7]=[CH:6][C:5]=1[C@@H:8]1[C@@H:9]([CH2:19][CH2:20][C@H:21]([O:29][Si:30]([C:33]([CH3:36])([CH3:35])[CH3:34])([CH3:32])[CH3:31])[C:22]2[CH:27]=[CH:26][C:25]([F:28])=[CH:24][CH:23]=2)[C:10](=[O:18])[N:11]1[C:12]1[CH:17]=[CH:16][CH:15]=[CH:14][CH:13]=1)([C:41]([CH3:44])([CH3:43])[CH3:42])([CH3:40])[CH3:39]. The catalyst class is: 548. (5) Reactant: [C:1]([NH:4][C:5]1[CH:6]=[C:7]([N:24]([C:32]2[N:37]=[C:36]([C:38]([F:41])([F:40])[F:39])[CH:35]=[CH:34][N:33]=2)C(=O)OC(C)(C)C)[CH:8]=[C:9]([C:11]2[S:15][C:14]([N:16]3[CH2:22][CH2:21][CH2:20][NH:19][C:18](=[O:23])[CH2:17]3)=[N:13][CH:12]=2)[CH:10]=1)(=[O:3])[CH3:2].FC(F)(F)C(O)=O. Product: [O:23]=[C:18]1[NH:19][CH2:20][CH2:21][CH2:22][N:16]([C:14]2[S:15][C:11]([C:9]3[CH:10]=[C:5]([NH:4][C:1](=[O:3])[CH3:2])[CH:6]=[C:7]([NH:24][C:32]4[N:37]=[C:36]([C:38]([F:39])([F:41])[F:40])[CH:35]=[CH:34][N:33]=4)[CH:8]=3)=[CH:12][N:13]=2)[CH2:17]1. The catalyst class is: 4.